From a dataset of Full USPTO retrosynthesis dataset with 1.9M reactions from patents (1976-2016). Predict the reactants needed to synthesize the given product. Given the product [CH2:25]1[C:34]2[C:33]([OH:35])=[CH:32][C:31]([OH:36])=[C:30]([C@@H:9]3[C:11]4[C:16](=[CH:15][C:14]([OH:18])=[CH:13][C:12]=4[OH:19])[O:17][C@H:7]([C:6]4[CH:1]=[CH:2][C:3]([OH:22])=[C:4]([OH:21])[CH:5]=4)[C@H:8]3[OH:20])[C:29]=2[O:28][C@H:27]([C:37]2[CH:42]=[CH:41][C:40]([OH:43])=[C:39]([OH:44])[CH:38]=2)[C@H:26]1[OH:45], predict the reactants needed to synthesize it. The reactants are: [CH:1]1[C:6]([C@H:7]2[O:17][C:16]3[CH:15]=[C:14]([OH:18])[CH:13]=[C:12]([OH:19])[C:11]=3[C:9](=O)[C@@H:8]2[OH:20])=[CH:5][C:4]([OH:21])=[C:3]([OH:22])[CH:2]=1.[BH4-].[Na+].[CH2:25]1[C:34]2[C:29](=[CH:30][C:31]([OH:36])=[CH:32][C:33]=2[OH:35])[O:28][C@H:27]([C:37]2[CH:42]=[CH:41][C:40]([OH:43])=[C:39]([OH:44])[CH:38]=2)[C@H:26]1[OH:45].Cl.